Task: Predict the reaction yield, written as a fraction of the theoretical maximum amount of product (1.0 means a 100% yield; for example, 0.34 means a 34% yield).. Dataset: Reaction yield outcomes from USPTO patents with 853,638 reactions (1) The reactants are [Cl:1][C:2]1[N:7]=[CH:6][C:5]([NH:8][C:9](=[O:15])[O:10][C:11]([CH3:14])([CH3:13])[CH3:12])=[C:4]([CH:16]=[O:17])[CH:3]=1.O1CCC[CH2:19]1.C[Mg]I. The catalyst is CCOCC. The product is [Cl:1][C:2]1[N:7]=[CH:6][C:5]([NH:8][C:9](=[O:15])[O:10][C:11]([CH3:12])([CH3:13])[CH3:14])=[C:4]([CH:16]([OH:17])[CH3:19])[CH:3]=1. The yield is 0.810. (2) The reactants are [CH:1]([C@H:4]1[NH:9][CH2:8][CH2:7][N:6]2[C:10]3[CH:16]=[C:15]([S:17]([CH3:20])(=[O:19])=[O:18])[C:14]([C:21]([O:23][CH3:24])=[O:22])=[CH:13][C:11]=3[N:12]=[C:5]12)([CH3:3])[CH3:2].Cl[C:26]1[N:31]=[C:30]([C:32]([F:35])([F:34])[F:33])[CH:29]=[CH:28][N:27]=1.CCN(C(C)C)C(C)C. The catalyst is CC(O)C. The product is [CH:1]([C@H:4]1[N:9]([C:26]2[N:31]=[C:30]([C:32]([F:35])([F:34])[F:33])[CH:29]=[CH:28][N:27]=2)[CH2:8][CH2:7][N:6]2[C:10]3[CH:16]=[C:15]([S:17]([CH3:20])(=[O:19])=[O:18])[C:14]([C:21]([O:23][CH3:24])=[O:22])=[CH:13][C:11]=3[N:12]=[C:5]12)([CH3:3])[CH3:2]. The yield is 0.780. (3) The product is [ClH:13].[CH2:1]([C:4]1[C:8]2[C:9]([N:16]3[CH2:17][CH2:18][C:19]4[C:24](=[CH:23][CH:22]=[CH:21][CH:20]=4)[CH2:15]3)=[N:10][CH:11]=[CH:12][C:7]=2[NH:6][C:5]=1[CH3:14])[CH:2]=[CH2:3]. The reactants are [CH2:1]([C:4]1[C:8]2[C:9]([Cl:13])=[N:10][CH:11]=[CH:12][C:7]=2[NH:6][C:5]=1[CH3:14])[CH:2]=[CH2:3].[CH2:15]1[C:24]2[C:19](=[CH:20][CH:21]=[CH:22][CH:23]=2)[CH2:18][CH2:17][NH:16]1. No catalyst specified. The yield is 0.774. (4) The reactants are [CH2:1]([CH:8]1[CH2:13][CH2:12][N:11]([CH2:14][CH2:15][CH2:16][CH2:17][C:18]([NH:20][NH:21][C:22](=[O:32])[C:23]2[CH:28]=[CH:27][C:26]([N+:29]([O-])=O)=[CH:25][CH:24]=2)=[O:19])[CH2:10][CH2:9]1)[C:2]1[CH:7]=[CH:6][CH:5]=[CH:4][CH:3]=1.[H][H]. The catalyst is CO.[Pd]. The product is [NH2:29][C:26]1[CH:25]=[CH:24][C:23]([C:22]([NH:21][NH:20][C:18](=[O:19])[CH2:17][CH2:16][CH2:15][CH2:14][N:11]2[CH2:10][CH2:9][CH:8]([CH2:1][C:2]3[CH:3]=[CH:4][CH:5]=[CH:6][CH:7]=3)[CH2:13][CH2:12]2)=[O:32])=[CH:28][CH:27]=1. The yield is 0.320. (5) The reactants are CN1CC[CH2:4][C:3]1=[O:7].C(=O)([O-])[O-].[Cs+].[Cs+].C(Cl)(=O)C.[NH2:18][C:19]1[CH:24]=[CH:23][C:22]([CH:25]=[CH:26][C:27]([O:29][CH3:30])=[O:28])=[C:21]([NH:31][C:32]([NH:34][C:35](=[O:45])[C:36]2[CH:41]=[C:40]([F:42])[C:39]([F:43])=[CH:38][C:37]=2[Cl:44])=[O:33])[CH:20]=1. The catalyst is O. The product is [C:3]([NH:18][C:19]1[CH:24]=[CH:23][C:22]([CH:25]=[CH:26][C:27]([O:29][CH3:30])=[O:28])=[C:21]([NH:31][C:32]([NH:34][C:35](=[O:45])[C:36]2[CH:41]=[C:40]([F:42])[C:39]([F:43])=[CH:38][C:37]=2[Cl:44])=[O:33])[CH:20]=1)(=[O:7])[CH3:4]. The yield is 0.850. (6) The reactants are [F:1][C:2]1[CH:7]=[CH:6][C:5]([C@@H:8]([O:45][Si](C)(C)C(C)(C)C)[CH2:9][S:10][C@@H:11]2[C@@H:14]([C:15]3[CH:20]=[CH:19][C:18]([O:21][Si](C)(C)C(C)(C)C)=[CH:17][CH:16]=3)[N:13]([C:29]3[CH:34]=[CH:33][C:32](B4OC(C)(C)C(C)(C)O4)=[CH:31][CH:30]=3)[C:12]2=[O:44])=[CH:4][CH:3]=1.Br[C:54]1[CH:59]=[CH:58][C:57]([C:60]([F:63])([F:62])[F:61])=[CH:56][N:55]=1.C(=O)([O-])[O-].[K+].[K+].Cl.O1CCOCC1. The catalyst is C1(C)C=CC=CC=1.C(O)C.O1CCCC1.O.C(OCC)(=O)C.C1C=CC([P]([Pd]([P](C2C=CC=CC=2)(C2C=CC=CC=2)C2C=CC=CC=2)([P](C2C=CC=CC=2)(C2C=CC=CC=2)C2C=CC=CC=2)[P](C2C=CC=CC=2)(C2C=CC=CC=2)C2C=CC=CC=2)(C2C=CC=CC=2)C2C=CC=CC=2)=CC=1. The product is [F:1][C:2]1[CH:3]=[CH:4][C:5]([C@@H:8]([OH:45])[CH2:9][S:10][C@@H:11]2[C@@H:14]([C:15]3[CH:20]=[CH:19][C:18]([OH:21])=[CH:17][CH:16]=3)[N:13]([C:29]3[CH:34]=[CH:33][C:32]([C:54]4[CH:59]=[CH:58][C:57]([C:60]([F:63])([F:62])[F:61])=[CH:56][N:55]=4)=[CH:31][CH:30]=3)[C:12]2=[O:44])=[CH:6][CH:7]=1. The yield is 0.590.